This data is from Reaction yield outcomes from USPTO patents with 853,638 reactions. The task is: Predict the reaction yield, written as a fraction of the theoretical maximum amount of product (1.0 means a 100% yield; for example, 0.34 means a 34% yield). (1) The reactants are [Br:1][C:2]1[CH:3]=[N:4][C:5]([C:8]([O:10]C)=O)=[N:6][CH:7]=1.O.[NH2:13][NH2:14]. The catalyst is CCO. The product is [Br:1][C:2]1[CH:7]=[N:6][C:5]([C:8]([NH:13][NH2:14])=[O:10])=[N:4][CH:3]=1. The yield is 0.720. (2) The reactants are [CH3:1][N:2]1[C:7]2=[N:8][C:9]([C:14]([O:16]CC)=O)=[C:10]([OH:13])[C:11](=[O:12])[N:6]2[CH2:5][C:4](=[O:19])[N:3]1[CH3:20].[Cl:21][C:22]1[CH:23]=[C:24]([CH:27]=[CH:28][C:29]=1[Cl:30])[CH2:25][NH2:26]. No catalyst specified. The product is [Cl:21][C:22]1[CH:23]=[C:24]([CH:27]=[CH:28][C:29]=1[Cl:30])[CH2:25][NH:26][C:14]([C:9]1[N:8]=[C:7]2[N:6]([C:11](=[O:12])[C:10]=1[OH:13])[CH2:5][C:4](=[O:19])[N:3]([CH3:20])[N:2]2[CH3:1])=[O:16]. The yield is 0.740.